From a dataset of Peptide-MHC class II binding affinity with 134,281 pairs from IEDB. Regression. Given a peptide amino acid sequence and an MHC pseudo amino acid sequence, predict their binding affinity value. This is MHC class II binding data. (1) The peptide sequence is GEGAVQWMNRLIAFASRGNHV. The MHC is DRB1_0701 with pseudo-sequence DRB1_0701. The binding affinity (normalized) is 0.501. (2) The peptide sequence is SVQVRGELAAEEVEV. The MHC is DRB1_0101 with pseudo-sequence DRB1_0101. The binding affinity (normalized) is 0.609. (3) The peptide sequence is FFAVTALTIAYLVGS. The MHC is H-2-IAb with pseudo-sequence H-2-IAb. The binding affinity (normalized) is 0. (4) The peptide sequence is LKRLWKMLDPRQGLA. The MHC is DRB3_0101 with pseudo-sequence DRB3_0101. The binding affinity (normalized) is 0.322. (5) The peptide sequence is AEHQAIISDVLTASD. The MHC is DRB1_0401 with pseudo-sequence DRB1_0401. The binding affinity (normalized) is 0.0383.